Task: Regression. Given a peptide amino acid sequence and an MHC pseudo amino acid sequence, predict their binding affinity value. This is MHC class II binding data.. Dataset: Peptide-MHC class II binding affinity with 134,281 pairs from IEDB (1) The peptide sequence is ETAYFILKLAGRWPVKVI. The MHC is DRB1_0701 with pseudo-sequence DRB1_0701. The binding affinity (normalized) is 0.332. (2) The peptide sequence is VPRDLEVVAATPTSL. The MHC is DRB1_0405 with pseudo-sequence DRB1_0405. The binding affinity (normalized) is 0.569. (3) The peptide sequence is DREVVANVIGLSGDS. The MHC is HLA-DPA10301-DPB10402 with pseudo-sequence HLA-DPA10301-DPB10402. The binding affinity (normalized) is 0.344. (4) The binding affinity (normalized) is 0.110. The MHC is DRB4_0101 with pseudo-sequence DRB4_0103. The peptide sequence is GVWTFDSEEPLQGPF. (5) The peptide sequence is EKEYFAATQFEPLAA. The MHC is DRB1_0701 with pseudo-sequence DRB1_0701. The binding affinity (normalized) is 0.723. (6) The peptide sequence is NNAHHVCWLEASMLL. The MHC is HLA-DQA10201-DQB10303 with pseudo-sequence HLA-DQA10201-DQB10303. The binding affinity (normalized) is 0.585.